Predict which catalyst facilitates the given reaction. From a dataset of Catalyst prediction with 721,799 reactions and 888 catalyst types from USPTO. (1) Reactant: [CH3:1][C:2]1([CH3:39])[C:14]2[CH:13]=[C:12]([N:15]([C:23]3[CH:28]=[CH:27][C:26]([CH3:29])=[CH:25][CH:24]=3)[C:16]3[CH:21]=[CH:20][C:19]([CH3:22])=[CH:18][CH:17]=3)[CH:11]=[CH:10][C:9]=2[C:8]2[C:3]1=[CH:4][C:5](B1OC(C)(C)C(C)(C)O1)=[CH:6][CH:7]=2.I[C:41]1[CH:46]=[CH:45][C:44]([Br:47])=[CH:43][N:42]=1.C([O-])([O-])=O.[K+].[K+]. Product: [Br:47][C:44]1[CH:45]=[CH:46][C:41]([C:5]2[CH:4]=[C:3]3[C:8]([C:9]4[CH:10]=[CH:11][C:12]([N:15]([C:23]5[CH:28]=[CH:27][C:26]([CH3:29])=[CH:25][CH:24]=5)[C:16]5[CH:21]=[CH:20][C:19]([CH3:22])=[CH:18][CH:17]=5)=[CH:13][C:14]=4[C:2]3([CH3:1])[CH3:39])=[CH:7][CH:6]=2)=[N:42][CH:43]=1. The catalyst class is: 70. (2) The catalyst class is: 58. Product: [CH3:63][O:62][C:56]1[CH:55]=[C:54]([CH2:53][N:9]2[C:10]3[C:6](=[C:5]([O:4][CH3:3])[CH:13]=[CH:12][CH:11]=3)[C:7]([NH2:14])=[N:8]2)[CH:59]=[CH:58][C:57]=1[O:60][CH3:61]. Reactant: [OH-].[K+].[CH3:3][O:4][C:5]1[CH:13]=[CH:12][CH:11]=[C:10]2[C:6]=1[C:7]([NH2:14])=[N:8][NH:9]2.ClC1SC(S(N(S(C2SC(Cl)=CC=2)(=O)=O)C2C3C(=CC=CC=3OC)N(C(OC(C)(C)C)=O)N=2)(=O)=O)=CC=1.Cl[CH2:53][C:54]1[CH:59]=[CH:58][C:57]([O:60][CH3:61])=[C:56]([O:62][CH3:63])[CH:55]=1. (3) Reactant: [Se:1]1[CH:5]=[CH:4][CH:3]=[C:2]1[C:6]1[Se:7][CH:8]=[CH:9][C:10]=1[C:11]1[Se:12][CH:13]=[CH:14][C:15]=1[C:16]1[Se:17][CH:18]=[CH:19][CH:20]=1.C1C(=O)N([Br:28])C(=O)C1. Product: [Br:28][C:2]1([C:6]2[Se:7][CH:8]=[CH:9][C:10]=2[C:11]2[Se:12][CH:13]=[CH:14][C:15]=2[C:16]2[Se:17][CH:18]=[CH:19][CH:20]=2)[CH2:3][CH:4]=[CH:5][Se:1]1. The catalyst class is: 22. (4) Reactant: [CH3:1][O:2][C:3](=[O:13])[CH2:4][C:5]1[CH:10]=[CH:9][C:8]([S:11][CH3:12])=[CH:7][CH:6]=1.[Br:14]Br. Product: [CH3:1][O:2][C:3](=[O:13])[CH2:4][C:5]1[CH:10]=[CH:9][C:8]([S:11][CH3:12])=[C:7]([Br:14])[CH:6]=1. The catalyst class is: 53. (5) Reactant: [F:1][C:2]1[CH:3]=[CH:4][C:5]([CH2:8][O:9][C:10]2[CH:15]=[N:14][N:13]([C:16]3[CH:21]=[CH:20][C:19]4[C:22]5[CH2:23][NH:24][CH2:25][CH2:26][C:27]=5[O:28][C:18]=4[CH:17]=3)[C:12](=[O:29])[CH:11]=2)=[N:6][CH:7]=1.[ClH:30].CCOCC. Product: [ClH:30].[F:1][C:2]1[CH:3]=[CH:4][C:5]([CH2:8][O:9][C:10]2[CH:15]=[N:14][N:13]([C:16]3[CH:21]=[CH:20][C:19]4[C:22]5[CH2:23][NH:24][CH2:25][CH2:26][C:27]=5[O:28][C:18]=4[CH:17]=3)[C:12](=[O:29])[CH:11]=2)=[N:6][CH:7]=1. The catalyst class is: 5. (6) Reactant: [CH3:1][N:2]1[C:6]([C:7]([NH2:9])=[O:8])=[C:5]([N+:10]([O-])=O)[C:4]([CH2:13][CH2:14][CH3:15])=[N:3]1.[H][H]. Product: [NH2:10][C:5]1[C:4]([CH2:13][CH2:14][CH3:15])=[N:3][N:2]([CH3:1])[C:6]=1[C:7]([NH2:9])=[O:8]. The catalyst class is: 78.